Dataset: Reaction yield outcomes from USPTO patents with 853,638 reactions. Task: Predict the reaction yield, written as a fraction of the theoretical maximum amount of product (1.0 means a 100% yield; for example, 0.34 means a 34% yield). (1) The reactants are [Si]([C@@:8]1([OH:42])[C@@H:12]([CH2:13][O:14][Si](C(C)(C)C)(C)C)[O:11][C@@H:10]([N:22]2[CH:29]=[C:28]([CH2:30][O:31][CH2:32][C:33]3[CH:38]=[CH:37][CH:36]=[CH:35][C:34]=3[N+:39]([O-:41])=[O:40])[C:26]([NH2:27])=[N:25][C:23]2=[O:24])[CH2:9]1)(C(C)(C)C)(C)C.[N+](CCCC)(CCCC)(CCCC)CCCC.[F-]. The yield is 0.960. The product is [N+:39]([C:34]1[CH:35]=[CH:36][CH:37]=[CH:38][C:33]=1[CH2:32][O:31][CH2:30][C:28]1[C:26]([NH2:27])=[N:25][C:23](=[O:24])[N:22]([CH:29]=1)[C@@H:10]1[O:11][C@H:12]([CH2:13][OH:14])[C@@H:8]([OH:42])[CH2:9]1)([O-:41])=[O:40]. The catalyst is C1COCC1. (2) The reactants are [CH3:1][O:2][C:3]1[CH:8]=[CH:7][C:6]([CH2:9][C:10]([OH:12])=[O:11])=[CH:5][CH:4]=1.[Br:13]Br. No catalyst specified. The product is [Br:13][C:8]1[CH:7]=[C:6]([CH2:9][C:10]([OH:12])=[O:11])[CH:5]=[CH:4][C:3]=1[O:2][CH3:1]. The yield is 0.980. (3) The reactants are [Cl:1][C:2]1[CH:3]=[C:4]([NH:9][C:10]2[C:11]3[CH2:18][C:17](=[O:19])[N:16]([CH3:20])[C:12]=3[N:13]=[CH:14][N:15]=2)[CH:5]=[CH:6][C:7]=1[F:8].[CH:21]([C:23]1[NH:27][C:26]([CH3:28])=[C:25]([CH2:29][CH2:30][C:31]([OH:33])=[O:32])[C:24]=1[CH3:34])=O. The catalyst is N1CCCCC1.C(O)C. The product is [Cl:1][C:2]1[CH:3]=[C:4]([NH:9][C:10]2[C:11]3[C:18](=[CH:21][C:23]4[NH:27][C:26]([CH3:28])=[C:25]([CH2:29][CH2:30][C:31]([OH:33])=[O:32])[C:24]=4[CH3:34])[C:17](=[O:19])[N:16]([CH3:20])[C:12]=3[N:13]=[CH:14][N:15]=2)[CH:5]=[CH:6][C:7]=1[F:8]. The yield is 0.230. (4) The reactants are O[CH2:2][C:3]1[CH:8]=[CH:7][N:6]=[C:5]([NH:9][C:10](=[O:16])[O:11][C:12]([CH3:15])([CH3:14])[CH3:13])[CH:4]=1.C(Br)(Br)(Br)[Br:18].C1(P(C2C=CC=CC=2)C2C=CC=CC=2)C=CC=CC=1. The catalyst is ClCCl. The product is [Br:18][CH2:2][C:3]1[CH:8]=[CH:7][N:6]=[C:5]([NH:9][C:10](=[O:16])[O:11][C:12]([CH3:15])([CH3:14])[CH3:13])[CH:4]=1. The yield is 0.750. (5) The reactants are [CH2:1]([O:3][C:4]([C:6]1[CH:10]=[C:9]([Br:11])[S:8][C:7]=1Br)=[O:5])[CH3:2].N[C:14]1[CH:19]=[CH:18][CH:17]=[CH:16][C:15]=1[SH:20].C(=O)([O-])[O-].[Cs+].[Cs+].C1CCCCC1.C(OCC)(=O)C.C[N:40](C=O)C. The catalyst is O. The product is [CH2:1]([O:3][C:4]([C:6]1[CH:10]=[C:9]([Br:11])[S:8][C:7]=1[SH:20]([NH2:40])[C:15]1[CH:16]=[CH:17][CH:18]=[CH:19][CH:14]=1)=[O:5])[CH3:2]. The yield is 0.720. (6) The reactants are [CH2:1]([NH:8][CH2:9][C@H:10]([NH:12][S:13]([C:16]1[CH:17]=[C:18]2[C:23](=[CH:24][CH:25]=1)[CH:22]=[N:21][CH:20]=[CH:19]2)(=[O:15])=[O:14])[CH3:11])[C:2]1[CH:7]=[CH:6][CH:5]=[CH:4][CH:3]=1.[ClH:26].C(OCC)C. The catalyst is ClCCl. The product is [ClH:26].[ClH:26].[CH2:1]([NH:8][CH2:9][C@H:10]([NH:12][S:13]([C:16]1[CH:17]=[C:18]2[C:23](=[CH:24][CH:25]=1)[CH:22]=[N:21][CH:20]=[CH:19]2)(=[O:15])=[O:14])[CH3:11])[C:2]1[CH:3]=[CH:4][CH:5]=[CH:6][CH:7]=1. The yield is 0.840.